Predict which catalyst facilitates the given reaction. From a dataset of Catalyst prediction with 721,799 reactions and 888 catalyst types from USPTO. (1) Reactant: [CH3:1][N:2]([CH3:14])[CH2:3][CH2:4][C:5]([C:7]1[CH:12]=[N:11][C:10]([CH3:13])=[CH:9][N:8]=1)=O.[Cl-].[CH3:16][O:17][CH2:18][P+](C1C=CC=CC=1)(C1C=CC=CC=1)C1C=CC=CC=1.CC(C)([O-])C.[K+].[Cl-].[Na+]. Product: [CH3:16][O:17][CH:18]=[C:5]([C:7]1[CH:12]=[N:11][C:10]([CH3:13])=[CH:9][N:8]=1)[CH2:4][CH2:3][N:2]([CH3:14])[CH3:1]. The catalyst class is: 7. (2) Reactant: C([O:3][C:4]([C:6]1[CH:11]=[C:10]([CH2:12][CH3:13])[N:9]=[C:8]([S:14][CH3:15])[N:7]=1)=[O:5])C.[Li+].[OH-].Cl. Product: [CH2:12]([C:10]1[N:9]=[C:8]([S:14][CH3:15])[N:7]=[C:6]([C:4]([OH:5])=[O:3])[CH:11]=1)[CH3:13]. The catalyst class is: 353.